This data is from Peptide-MHC class II binding affinity with 134,281 pairs from IEDB. The task is: Regression. Given a peptide amino acid sequence and an MHC pseudo amino acid sequence, predict their binding affinity value. This is MHC class II binding data. The peptide sequence is FLAMITYITRNQPEW. The MHC is DRB1_0101 with pseudo-sequence DRB1_0101. The binding affinity (normalized) is 0.808.